From a dataset of Forward reaction prediction with 1.9M reactions from USPTO patents (1976-2016). Predict the product of the given reaction. (1) Given the reactants [CH:1]([C:3]1[CH:12]=[CH:11][C:6]2[C:7](=[O:10])[O:8][CH2:9][C:5]=2[CH:4]=1)=[CH2:2].C1C=C(Cl)C=C(C(OO)=[O:21])C=1, predict the reaction product. The product is: [O:21]1[CH2:2][CH:1]1[C:3]1[CH:12]=[CH:11][C:6]2[C:7](=[O:10])[O:8][CH2:9][C:5]=2[CH:4]=1. (2) Given the reactants [F:1][C:2]1[CH:3]=[C:4]([OH:9])[CH:5]=[CH:6][C:7]=1[F:8].[N+:10]([O-])([OH:12])=[O:11], predict the reaction product. The product is: [F:8][C:7]1[C:2]([F:1])=[CH:3][C:4]([OH:9])=[C:5]([N+:10]([O-:12])=[O:11])[CH:6]=1. (3) Given the reactants [Cl:1][C:2]1[CH:3]=[C:4]([NH:18][C:19]2[CH:31]=[CH:30][C:22]([C:23]([O:25]C(C)(C)C)=[O:24])=[CH:21][CH:20]=2)[CH:5]=[N:6][C:7]=1[O:8][CH:9]([C:14]([F:17])([F:16])[F:15])[C:10]([F:13])([F:12])[F:11].FC(F)(F)C(O)=O, predict the reaction product. The product is: [Cl:1][C:2]1[CH:3]=[C:4]([NH:18][C:19]2[CH:31]=[CH:30][C:22]([C:23]([OH:25])=[O:24])=[CH:21][CH:20]=2)[CH:5]=[N:6][C:7]=1[O:8][CH:9]([C:10]([F:12])([F:13])[F:11])[C:14]([F:16])([F:17])[F:15]. (4) The product is: [C:1]([C:4]1[CH:5]=[C:6]([C:18]2[CH:23]=[CH:22][C:21]([O:24][CH3:25])=[C:20]([C:26]3[C:27]([CH2:36][N:37]4[C@@H:41]([CH3:42])[C@@H:40]([C:43]5[CH:44]=[C:45]([C:53]([F:56])([F:55])[F:54])[CH:46]=[C:47]([C:49]([F:51])([F:52])[F:50])[CH:48]=5)[O:39][C:38]4=[O:57])=[N:28][C:29]([N:32]4[CH2:33][CH2:34][CH2:35]4)=[CH:30][CH:31]=3)[CH:19]=2)[CH:7]=[CH:8][C:9]=1[OH:10])(=[O:3])[CH3:2]. Given the reactants [C:1]([C:4]1[CH:5]=[C:6]([C:18]2[CH:23]=[CH:22][C:21]([O:24][CH3:25])=[C:20]([C:26]3[C:27]([CH2:36][N:37]4[C@@H:41]([CH3:42])[C@@H:40]([C:43]5[CH:48]=[C:47]([C:49]([F:52])([F:51])[F:50])[CH:46]=[C:45]([C:53]([F:56])([F:55])[F:54])[CH:44]=5)[O:39][C:38]4=[O:57])=[N:28][C:29]([N:32]4[CH2:35][CH2:34][CH2:33]4)=[CH:30][CH:31]=3)[CH:19]=2)[CH:7]=[CH:8][C:9]=1[O:10]CC1C=CC=CC=1)(=[O:3])[CH3:2], predict the reaction product. (5) Given the reactants [Cl:1][C:2]1[CH:3]=[CH:4][C:5]([C:41]#[N:42])=[C:6]([C:8]2[C:13]([O:14][CH3:15])=[CH:12][N:11]([CH:16]([CH2:36][CH2:37][O:38][CH3:39])[C:17]([NH:19][C:20]3[CH:28]=[C:27]4[C:23]([CH:24]=[C:25]([C:29]([O:31]CC)=[O:30])[NH:26]4)=[CH:22][C:21]=3[O:34][CH3:35])=[O:18])[C:10](=[O:40])[CH:9]=2)[CH:7]=1.[OH-].[Li+], predict the reaction product. The product is: [Cl:1][C:2]1[CH:3]=[CH:4][C:5]([C:41]#[N:42])=[C:6]([C:8]2[C:13]([O:14][CH3:15])=[CH:12][N:11]([CH:16]([CH2:36][CH2:37][O:38][CH3:39])[C:17]([NH:19][C:20]3[CH:28]=[C:27]4[C:23]([CH:24]=[C:25]([C:29]([OH:31])=[O:30])[NH:26]4)=[CH:22][C:21]=3[O:34][CH3:35])=[O:18])[C:10](=[O:40])[CH:9]=2)[CH:7]=1. (6) Given the reactants [Cl:1][C:2]1[C:7]2[CH2:8][CH:9]([C:10]([OH:12])=O)[C:6]=2[CH:5]=[CH:4][CH:3]=1.[CH2:13]([NH:20][CH2:21][C:22]([CH3:24])=[CH2:23])[C:14]1[CH:19]=[CH:18][CH:17]=[CH:16][CH:15]=1.C(N(CC)CC)C.[O-]P1(OP([O-])(=O)OP([O-])(=O)OP([O-])(=O)O1)=O.[Na+].[Na+].[Na+].[Na+], predict the reaction product. The product is: [CH2:13]([N:20]([CH2:21][C:22]([CH3:24])=[CH2:23])[C:10]([CH:9]1[C:6]2[CH:5]=[CH:4][CH:3]=[C:2]([Cl:1])[C:7]=2[CH2:8]1)=[O:12])[C:14]1[CH:19]=[CH:18][CH:17]=[CH:16][CH:15]=1. (7) The product is: [O:1]=[C:2]([CH2:10][CH2:11][CH2:12][CH2:13][C:14]1[CH:15]=[CH:16][CH:17]=[CH:18][CH:19]=1)[CH2:3][P:4](=[O:9])([O:5][CH3:6])[O:7][CH3:8]. Given the reactants [O:1]=[C:2]([CH2:10][CH2:11][C:12]#[C:13][C:14]1[CH:19]=[CH:18][CH:17]=[CH:16][CH:15]=1)[CH2:3][P:4](=[O:9])([O:7][CH3:8])[O:5][CH3:6], predict the reaction product.